This data is from Full USPTO retrosynthesis dataset with 1.9M reactions from patents (1976-2016). The task is: Predict the reactants needed to synthesize the given product. The reactants are: [Ca].[OH2:2].[OH:3][CH2:4][CH:5]([CH2:7][OH:8])[OH:6]. Given the product [OH:3][CH2:4][C:5]([C@H:7]([C@H:7]([C@@H:5]([CH2:4][OH:3])[OH:6])[OH:2])[OH:8])=[O:6], predict the reactants needed to synthesize it.